From a dataset of Full USPTO retrosynthesis dataset with 1.9M reactions from patents (1976-2016). Predict the reactants needed to synthesize the given product. (1) Given the product [Br:1][C:2]1[CH:11]=[C:10]2[C:5]([C:6]([NH:15][CH2:16][CH2:17][CH2:18][CH2:19][Cl:23])=[C:7]([N+:12]([O-:14])=[O:13])[CH:8]=[N:9]2)=[CH:4][CH:3]=1, predict the reactants needed to synthesize it. The reactants are: [Br:1][C:2]1[CH:11]=[C:10]2[C:5]([C:6]([NH:15][CH2:16][CH2:17][CH2:18][CH2:19]O)=[C:7]([N+:12]([O-:14])=[O:13])[CH:8]=[N:9]2)=[CH:4][CH:3]=1.S(Cl)([Cl:23])=O.C(=O)(O)[O-].[Na+]. (2) Given the product [CH3:12][NH:11][C:3]1[C:4]([N+:8]([O-:10])=[O:9])=[CH:5][CH:6]=[CH:7][C:2]=1[CH3:1], predict the reactants needed to synthesize it. The reactants are: [CH3:1][C:2]1[CH:7]=[CH:6][CH:5]=[C:4]([N+:8]([O-:10])=[O:9])[C:3]=1[NH2:11].[C:12](OC)(=O)C(OC)=O.CC(C)([O-])C.[K+].C(OCC)(=O)C. (3) Given the product [Cl:3][C:7]1[N:8]=[C:9]2[NH:17][CH:16]([C:18]([F:21])([F:20])[F:19])[CH2:15][CH2:14][N:10]2[C:11](=[O:13])[CH:12]=1, predict the reactants needed to synthesize it. The reactants are: P(Cl)(Cl)([Cl:3])=O.O[C:7]1[N:8]=[C:9]2[NH:17][CH:16]([C:18]([F:21])([F:20])[F:19])[CH2:15][CH2:14][N:10]2[C:11](=[O:13])[CH:12]=1.[OH-].[Na+]. (4) Given the product [CH3:1][C:2]1[CH:3]=[CH:4][C:5]([C:8]23[NH:29][CH2:28][CH2:27][N:9]2[C:10](=[O:26])[C:11]2[N:12]([CH:14]=[C:15]([C:37]4[CH:42]=[CH:41][CH:40]=[CH:39][N:38]=4)[CH:16]=2)[CH2:13]3)=[CH:6][CH:7]=1, predict the reactants needed to synthesize it. The reactants are: [CH3:1][C:2]1[CH:7]=[CH:6][C:5]([C:8]23[NH:29][CH2:28][CH2:27][N:9]2[C:10](=[O:26])[C:11]2[N:12]([CH:14]=[C:15](B4OC(C)(C)C(C)(C)O4)[CH:16]=2)[CH2:13]3)=[CH:4][CH:3]=1.C(=O)([O-])[O-].[Cs+].[Cs+].Br[C:37]1[CH:42]=[CH:41][CH:40]=[CH:39][N:38]=1. (5) Given the product [C:1]([O:5][C:6]([N:8]1[CH2:13][CH2:12][CH:11]([CH2:14][CH2:15][O:16][CH:17]([C:37]#[C:36][Si:33]([CH3:35])([CH3:34])[CH3:32])[C:18]2[CH:23]=[CH:22][N:21]=[CH:20][CH:19]=2)[CH2:10][CH2:9]1)=[O:7])([CH3:4])([CH3:3])[CH3:2], predict the reactants needed to synthesize it. The reactants are: [C:1]([O:5][C:6]([N:8]1[CH2:13][CH2:12][CH:11]([CH2:14][CH2:15][O:16][CH2:17][C:18]2[CH:23]=[CH:22][N:21]=[C:20](Br)[CH:19]=2)[CH2:10][CH2:9]1)=[O:7])([CH3:4])([CH3:3])[CH3:2].CCN(CC)CC.[CH3:32][Si:33]([C:36]#[CH:37])([CH3:35])[CH3:34]. (6) The reactants are: [CH3:1][O-:2].[Na+].[NH2:4][C:5]1[C:14]([N+:15]([O-:17])=[O:16])=[C:13]([Br:18])[CH:12]=[C:11](F)[C:6]=1[C:7]([O:9][CH3:10])=[O:8]. Given the product [NH2:4][C:5]1[C:14]([N+:15]([O-:17])=[O:16])=[C:13]([Br:18])[CH:12]=[C:11]([O:2][CH3:1])[C:6]=1[C:7]([O:9][CH3:10])=[O:8], predict the reactants needed to synthesize it.